From a dataset of Reaction yield outcomes from USPTO patents with 853,638 reactions. Predict the reaction yield, written as a fraction of the theoretical maximum amount of product (1.0 means a 100% yield; for example, 0.34 means a 34% yield). The reactants are [C:1]([O:5][C:6]([NH:8][C@@H:9]1[C:23](=[O:24])[N:22]2[CH2:25][C@H:26]([OH:28])[CH2:27][C@H:21]2[C:20](=[O:29])[NH:19][C@:18]2([C:31]([OH:33])=[O:32])[CH2:30][C@H:17]2[CH2:16][C:15]([F:35])([F:34])[CH2:14][CH2:13][CH2:12][CH2:11][CH2:10]1)=[O:7])([CH3:4])([CH3:3])[CH3:2].Cl[C:37]1[C:46]([CH2:47][CH3:48])=[N:45][C:44]2[C:39](=[CH:40][CH:41]=[CH:42][CH:43]=2)[N:38]=1.CN(C=O)C.CCC([O-])(C)C.[Na+]. The catalyst is CC#N.Cl. The product is [C:1]([O:5][C:6]([NH:8][C@@H:9]1[C:23](=[O:24])[N:22]2[CH2:25][C@H:26]([O:28][C:37]3[C:46]([CH2:47][CH3:48])=[N:45][C:44]4[C:39](=[CH:40][CH:41]=[CH:42][CH:43]=4)[N:38]=3)[CH2:27][C@H:21]2[C:20](=[O:29])[NH:19][C@:18]2([C:31]([OH:33])=[O:32])[CH2:30][C@H:17]2[CH2:16][C:15]([F:35])([F:34])[CH2:14][CH2:13][CH2:12][CH2:11][CH2:10]1)=[O:7])([CH3:4])([CH3:2])[CH3:3]. The yield is 0.570.